From a dataset of Full USPTO retrosynthesis dataset with 1.9M reactions from patents (1976-2016). Predict the reactants needed to synthesize the given product. (1) Given the product [CH3:33][O:36][C:23](=[O:24])[C:4]1[CH:5]=[CH:6][CH:7]=[CH:2][C:3]=1[S:8][S:9][C:10]1[CH:18]=[CH:17][CH:16]=[CH:15][C:11]=1[C:12]([O:14][CH3:26])=[O:13], predict the reactants needed to synthesize it. The reactants are: C(O)(=O)[C:2]1[CH:7]=[CH:6][CH:5]=[CH:4][C:3]=1[S:8][S:9][C:10]1[CH:18]=[CH:17][CH:16]=[CH:15][C:11]=1[C:12]([OH:14])=[O:13].CN(C)[CH:23]=[O:24].[CH2:26](N(CC)CC)C.[C:33]([O-:36])([O-])=O.[K+].[K+]. (2) Given the product [C:17]([O:21][C:22]([N:24]1[CH2:36][C@@H:35]([CH3:37])[N:34]2[C@H:26]([CH2:27][C:28]3[C:33]2=[N:32][C:31]([Br:38])=[CH:30][CH:29]=3)[CH2:25]1)=[O:23])([CH3:20])([CH3:18])[CH3:19], predict the reactants needed to synthesize it. The reactants are: ClC1N=C2C(=CC=1)C=C1N2[C@H](C)CNC1=O.[C:17]([O:21][C:22]([N:24]1[CH2:36][C@@H:35]([CH3:37])[N:34]2[C:26](=[CH:27][C:28]3[C:33]2=[N:32][C:31]([Br:38])=[CH:30][CH:29]=3)[CH2:25]1)=[O:23])([CH3:20])([CH3:19])[CH3:18].C([BH3-])#N.[Na+].